From a dataset of Reaction yield outcomes from USPTO patents with 853,638 reactions. Predict the reaction yield, written as a fraction of the theoretical maximum amount of product (1.0 means a 100% yield; for example, 0.34 means a 34% yield). (1) The reactants are Cl.[NH2:2][C:3]1[CH:8]=[CH:7][C:6]([N:9]2[C:18](=[O:19])[C:17]3[C:12](=[CH:13][C:14](F)=[C:15]([F:20])[CH:16]=3)[NH:11][C:10]2=[O:22])=[CH:5][CH:4]=1.[CH3:23][NH2:24]. The catalyst is CS(C)=O. The product is [NH2:2][C:3]1[CH:8]=[CH:7][C:6]([N:9]2[C:18](=[O:19])[C:17]3[C:12](=[CH:13][C:14]([NH:24][CH3:23])=[C:15]([F:20])[CH:16]=3)[NH:11][C:10]2=[O:22])=[CH:5][CH:4]=1. The yield is 0.765. (2) The reactants are Br[C:2]1[N:6]2[N:7]=[C:8]([NH:11][CH2:12][CH2:13][C:14]([CH3:17])([OH:16])[CH3:15])[CH:9]=[CH:10][C:5]2=[N:4][CH:3]=1.[NH2:18][CH2:19][C:20]1[CH:25]=[CH:24][C:23](B(O)O)=[CH:22][CH:21]=1. No catalyst specified. The product is [NH2:18][CH2:19][C:20]1[CH:25]=[CH:24][C:23]([C:2]2[N:6]3[N:7]=[C:8]([NH:11][CH2:12][CH2:13][C:14]([CH3:17])([OH:16])[CH3:15])[CH:9]=[CH:10][C:5]3=[N:4][CH:3]=2)=[CH:22][CH:21]=1. The yield is 0.780. (3) The reactants are [N+:1]([C:4]1[CH:5]=[N:6][N:7]([CH2:9][O:10][CH2:11][CH2:12][Si:13]([CH3:16])([CH3:15])[CH3:14])[CH:8]=1)([O-:3])=[O:2].Br[C:18]1[CH:23]=[C:22]([Cl:24])[CH:21]=[CH:20][C:19]=1[O:25][CH:26]([F:28])[F:27].C(=O)([O-])[O-].[K+].[K+].CC(C)(C)C(O)=O. The catalyst is CC(N(C)C)=O.C([O-])(=O)C.[Pd+2].C([O-])(=O)C.C12(P(C34CC5CC(CC(C5)C3)C4)CCCC)CC3CC(CC(C3)C1)C2. The product is [Cl:24][C:22]1[CH:23]=[CH:18][C:19]([O:25][CH:26]([F:27])[F:28])=[C:20]([C:8]2[N:7]([CH2:9][O:10][CH2:11][CH2:12][Si:13]([CH3:16])([CH3:15])[CH3:14])[N:6]=[CH:5][C:4]=2[N+:1]([O-:3])=[O:2])[CH:21]=1. The yield is 0.780. (4) The reactants are [Cl:1][C:2]1[N:7]=[C:6]([NH:8][CH2:9][CH:10]2[CH2:12][CH2:11]2)[CH:5]=[N:4][CH:3]=1.[CH2:13]([Li])CCC.IC.S([O-])([O-])(=O)=S.[Na+].[Na+]. The catalyst is O1CCCC1. The product is [Cl:1][C:2]1[N:7]=[C:6]([N:8]([CH2:9][CH:10]2[CH2:11][CH2:12]2)[CH3:13])[CH:5]=[N:4][CH:3]=1. The yield is 0.700.